Dataset: Forward reaction prediction with 1.9M reactions from USPTO patents (1976-2016). Task: Predict the product of the given reaction. (1) Given the reactants Cl.[Br:2][C:3]1[CH:10]=[CH:9][C:6](NC)=[C:5]([F:11])[CH:4]=1.[CH:12]([N:15](CC)C(C)C)(C)C.Cl[C:22]([O:24][CH3:25])=[O:23], predict the reaction product. The product is: [Br:2][C:3]1[CH:10]=[CH:9][C:6]([CH2:12][NH:15][C:22](=[O:23])[O:24][CH3:25])=[C:5]([F:11])[CH:4]=1. (2) Given the reactants [Cl:1][C:2]1[CH:7]=[CH:6][C:5](I)=[CH:4][N:3]=1.[F:9][C:10]1[CH:11]=[C:12]([O:20][CH3:21])[C:13]([O:16][CH2:17][C:18]#[CH:19])=[N:14][CH:15]=1.[Cl-].[NH4+], predict the reaction product. The product is: [Cl:1][C:2]1[N:3]=[CH:4][C:5]([C:19]#[C:18][CH2:17][O:16][C:13]2[C:12]([O:20][CH3:21])=[CH:11][C:10]([F:9])=[CH:15][N:14]=2)=[CH:6][CH:7]=1. (3) Given the reactants [O:1]1[CH2:5][CH2:4][O:3][CH:2]1[C:6]1[CH:7]=[C:8]([C:12]([CH3:16])([CH3:15])[CH2:13][OH:14])[CH:9]=[CH:10][CH:11]=1.[H-].[Na+].[CH3:19]I, predict the reaction product. The product is: [CH3:19][O:14][CH2:13][C:12]([C:8]1[CH:7]=[C:6]([CH:2]2[O:3][CH2:4][CH2:5][O:1]2)[CH:11]=[CH:10][CH:9]=1)([CH3:16])[CH3:15]. (4) Given the reactants [F:1][C:2]1[CH:3]=[C:4]([NH:12][CH2:13][CH:14]2[CH2:17][CH2:16][O:15]2)[C:5]([C:8]([O:10][CH3:11])=[O:9])=[N:6][CH:7]=1.C1C(=O)N([Br:25])C(=O)C1, predict the reaction product. The product is: [Br:25][C:7]1[N:6]=[C:5]([C:8]([O:10][CH3:11])=[O:9])[C:4]([NH:12][CH2:13][CH:14]2[CH2:17][CH2:16][O:15]2)=[CH:3][C:2]=1[F:1]. (5) Given the reactants [CH:1]1([N:4]([CH:18]2[CH2:23][CH2:22][NH:21][CH2:20][CH2:19]2)[S:5]([C:8]2[CH:13]=[CH:12][CH:11]=[C:10]([C:14]([F:17])([F:16])[F:15])[CH:9]=2)(=[O:7])=[O:6])[CH2:3][CH2:2]1.C1C=CC2N(O)N=NC=2C=1.CCN=C=NCCCN(C)C.[N:45]1[CH:50]=[CH:49][CH:48]=[CH:47][C:46]=1[C:51](O)=[O:52], predict the reaction product. The product is: [CH:1]1([N:4]([CH:18]2[CH2:23][CH2:22][N:21]([C:51]([C:46]3[CH:47]=[CH:48][CH:49]=[CH:50][N:45]=3)=[O:52])[CH2:20][CH2:19]2)[S:5]([C:8]2[CH:13]=[CH:12][CH:11]=[C:10]([C:14]([F:17])([F:15])[F:16])[CH:9]=2)(=[O:6])=[O:7])[CH2:3][CH2:2]1.